This data is from B-cell epitopes from IEDB database with 3,159 antigens for binding position prediction. The task is: Token-level Classification. Given an antigen amino acid sequence, predict which amino acid positions are active epitope sites capable of antibody binding. Output is a list of indices for active positions. (1) Given the antigen sequence: MSYQGKKNIPRITSDRLLIKGGKIVNDDQSFYADIYMEDGLIKQIGENLIVPGGVKTIEAHSRMVIPGGIDVHTRFQMPDQGMTSADDFFQGTKAALAGGTTMIIDHVVPEPGTSLLAAFDQWREWADSKSCCDYSLHVDISEWHKGIQEEMEALVKDHGVNSFLVYMAFKDRFQLTDCQIYEVLSVIRDIGAIAQVHAENGDIIAEEQQRILDLGITGPEGHVLSRPEEVEAEAVNRAITIANQTNCPLYITKVMSKSSAEVIAQARKKGTVVYGEPITASLGTDGSHYWSKNWAKAAAFVTSPPLSPDPTTPDFLNSLLSCGDLQVTGSAHCTFNTAQKAVGKDNFTLIPEGTNGTEERMSVIWDKAVVTGKMDENQFVAVTSTNAAKVFNLYPRKGRIAVGSDADLVIWDPDSVKTISAKTHNSSLEYNIFEGMECRGSPLVVISQGKIVLEDGTLHVTEGSGRYIPRKPFPDFVYKRIKARSRLAELRGVPRGLYD..., which amino acid positions are active epitope sites? The epitope positions are: [462, 463, 464, 465, 466, 467, 468, 469, 470, 471, 472, 473, 474, 475, 476]. The amino acids at these positions are: EGSGRYIPRKPFPDF. (2) The epitope positions are: [232, 233, 234, 235, 236, 237, 238, 239, 240, 241, 242, 243]. The amino acids at these positions are: EQQRGKGSFPAM. Given the antigen sequence: MNVQPCSRCGYGVYPAEKISCIDQIWHKACFHCEVCKMMLSVNNFVSHQKKPYCHAHNPKNNTFTSVYHTPLNLNVRTFPEAISGIHDQEDGEQCKSVFHWDMKSKDKEGAPNRQPLANERAYWTGYGEGNAWCPGALPDPEIVRMVEARKSLGEEYTEDYEQPRGKGSFPAMITPAYQRAKKANQLASQVEYKRGHDERISRFSTVADTPELLRSKAGAQLQSDVRYTEDYEQQRGKGSFPAMITPAYQIAKRANELASDVRYHQQYQKKKKKKKK, which amino acid positions are active epitope sites? (3) Given the antigen sequence: MSDMAERLALHEFTENAYLNYSMYVIMDRALPFIGDGLKPVQRRIVYAMSELGLNATAKFKKSARTVGDVLGKYHPHGDSACYEAMVLMAQPFSYRYPLVDGQGNWGAPDDPKSFAAMRYTESRLSKYAELLLSELGQGTADWVPNFDGTMQEPKMLPARLPNILLNGTTGIAVGMATDIPPHNLREVAKAAITLIEQPKTTLDQLLDIVQGPDYPTEAEIITPRAEIRKIYENGRGSVRIGAVWTKEDGAVVISALPHQVSGAKVLEQIAAQMRNKKLPMVDDLRDESDHENPTRLVIVPRSNRVDMEQVMNHLFATTDLEKSYRINLNMIGLDGRPAVKNLLEILTEWLAFRRDTVRRRLNYRLEKVLKRLHILEGLLVAFLNIDEVIEIIRSEDEPKPALMSRFGISETQAEAILELKLRHLAKLEEMKIRGEQDELEKERDQLQGILASERKMNTLLKKELQADADAYGDDRRSPLREREEAKAMSEHDMLPSEPV..., which amino acid positions are active epitope sites? The epitope positions are: [406, 407, 408, 409, 410, 411, 412, 413, 414, 415, 416, 417, 418]. The amino acids at these positions are: FGISETQAEAILE. (4) The epitope positions are: [0, 1, 2, 3, 4, 5, 6, 7, 8, 9, 10, 11, 12, 13, 14]. The amino acids at these positions are: MFSGGGGPLSPGGKS. Given the antigen sequence: MFSGGGGPLSPGGKSAARAASGFFAPAGPRGAGRGPPPCLRQNFYNPYLAPVGTQQKPTGPTQRHTYYSECDEFRFIAPRVLDEDAPPEKRAGVHDGHLKRAPKVYCGGDERDVLRVGSGGFWPRRSRLWGGVDHAPAGFNPTVTVFHVYDILENVEHAYGMRAAQFHARFMDAITPTGTVITLLGLTPEGHRVAVHVYGTRQYFYMNKEEVDRHLQCRAPRDLCERMAAALRESPGASFRGISADHFEAEVVERTDVYYYETRPALFYRVYVRSGRVLSYLCDNFCPAIKKYEGGVDATTRFILDNPGFVTFGWYRLKPGRNNTLAQPRAPMAFGTSSDVEFNCTADNLAIEGGMSDLPAYKLMCFDIECKAGGEDELAFPVAGHPEDLVIQISCLLYDLSTTALEHVLLFSLGSCDLPESHLNELAARGLPTPVVLEFDSEFEMLLAFMTLVKQYGPEFVTGYNIINFDWPFLLAKLTDIYKVPLDGYGRMNGRGVFR..., which amino acid positions are active epitope sites?